From a dataset of Forward reaction prediction with 1.9M reactions from USPTO patents (1976-2016). Predict the product of the given reaction. Given the reactants [C:1]([O:5][C:6](=[O:23])[NH:7][C:8]1[CH:13]=[CH:12][C:11]([C:14]2[CH:19]=[CH:18][C:17]([F:20])=[CH:16][C:15]=2[F:21])=[CH:10][C:9]=1[NH2:22])([CH3:4])([CH3:3])[CH3:2].CC1(C)[O:30][C:29](=O)[CH:28]=[C:27]([C:32]2[CH:37]=[CH:36][CH:35]=[C:34]([N:38]3[CH:42]=[CH:41][N:40]=[C:39]3[CH3:43])[CH:33]=2)[O:26]1, predict the reaction product. The product is: [C:1]([O:5][C:6](=[O:23])[NH:7][C:8]1[CH:13]=[CH:12][C:11]([C:14]2[CH:19]=[CH:18][C:17]([F:20])=[CH:16][C:15]=2[F:21])=[CH:10][C:9]=1[NH:22][C:29](=[O:30])[CH2:28][C:27]([C:32]1[CH:37]=[CH:36][CH:35]=[C:34]([N:38]2[CH:42]=[CH:41][N:40]=[C:39]2[CH3:43])[CH:33]=1)=[O:26])([CH3:4])([CH3:2])[CH3:3].